From a dataset of Forward reaction prediction with 1.9M reactions from USPTO patents (1976-2016). Predict the product of the given reaction. (1) The product is: [NH2:8][C:9]1[CH:10]=[N:11][N:12]([C:14]2[CH:19]=[CH:18][C:17]([C:20]3[N:25]=[N:24][C:23]([N:26]([CH3:37])[CH:27]4[CH2:32][C:31]([CH3:33])([CH3:34])[NH:30][C:29]([CH3:36])([CH3:35])[CH2:28]4)=[CH:22][CH:21]=3)=[C:16]([OH:38])[CH:15]=2)[CH:13]=1. Given the reactants C1(S)C=CC=CC=1.[NH2:8][C:9]1[CH:10]=[N:11][N:12]([C:14]2[CH:19]=[CH:18][C:17]([C:20]3[N:25]=[N:24][C:23]([N:26]([CH3:37])[CH:27]4[CH2:32][C:31]([CH3:34])([CH3:33])[NH:30][C:29]([CH3:36])([CH3:35])[CH2:28]4)=[CH:22][CH:21]=3)=[C:16]([O:38]C)[CH:15]=2)[CH:13]=1.C([O-])([O-])=O.[K+].[K+], predict the reaction product. (2) Given the reactants F[C:2]1[CH:7]=[CH:6][C:5]([N+:8]([O-])=O)=[CH:4][CH:3]=1.C([O-])([O-])=O.[K+].[K+].[CH3:17][CH:18]1[O:23][CH2:22][CH2:21][NH:20][CH2:19]1.O, predict the reaction product. The product is: [CH3:17][CH:18]1[CH2:19][N:20]([C:2]2[CH:7]=[CH:6][C:5]([NH2:8])=[CH:4][CH:3]=2)[CH2:21][CH2:22][O:23]1.